Task: Predict which catalyst facilitates the given reaction.. Dataset: Catalyst prediction with 721,799 reactions and 888 catalyst types from USPTO (1) Reactant: [CH2:1]([S:3][CH2:4][N:5]1[C:14]2[C:9](=[CH:10][CH:11]=[CH:12][N:13]=2)[CH:8]=[C:7]([C:15]([O:17]C2CCCC(=O)C=2)=O)[C:6]1=[O:25])[CH3:2].C(N(CC)CC)C.C[C:34]([CH3:38])([OH:37])[C:35]#N.[C:39](O)(=O)[CH2:40][C:41](CC(O)=O)(C(O)=O)[OH:42]. Product: [CH2:1]([S:3][CH2:4][N:5]1[C:14]2[C:9](=[CH:10][CH:11]=[CH:12][N:13]=2)[CH:8]=[C:7]([C:15]([C:35]2[C:41](=[O:42])[CH2:40][CH2:39][CH2:38][C:34]=2[OH:37])=[O:17])[C:6]1=[O:25])[CH3:2]. The catalyst class is: 4. (2) Reactant: [Cl:1][C:2]1[CH:3]=[CH:4][C:5]2[C:14]3[C:9](=[C:10]([CH3:15])[N:11]=[CH:12][CH:13]=3)[C:8](=[O:16])[N:7]([CH3:17])[C:6]=2[CH:18]=1.OS(O)(=O)=O.[I:24](O)(=O)(=O)=O.II. Product: [Cl:1][C:2]1[C:3]([I:24])=[CH:4][C:5]2[C:14]3[C:9](=[C:10]([CH3:15])[N:11]=[CH:12][CH:13]=3)[C:8](=[O:16])[N:7]([CH3:17])[C:6]=2[CH:18]=1. The catalyst class is: 15. (3) Reactant: N[C:2]1[CH:3]=[CH:4][CH:5]=[C:6]2[C:11]=1[CH:10]=[C:9]([S:12]([OH:15])(=[O:14])=[O:13])[CH:8]=[CH:7]2.[OH:16]S([O-])=O.[Na+].[OH-].[Na+].Cl. Product: [OH:16][C:2]1[CH:3]=[CH:4][CH:5]=[C:6]2[C:11]=1[CH:10]=[C:9]([S:12]([OH:15])(=[O:14])=[O:13])[CH:8]=[CH:7]2. The catalyst class is: 6. (4) Reactant: [C:1]1(=O)[CH2:6][CH2:5][CH2:4][CH2:3][CH2:2]1.[H+].[B-](F)(F)(F)F.[CH2:14]([O:16][C:17](=[O:29])[CH2:18][CH:19]1[CH2:24][CH2:23][C:22]([O:27][OH:28])([O:25][OH:26])[CH2:21][CH2:20]1)[CH3:15]. Product: [CH2:14]([O:16][C:17](=[O:29])[CH2:18][CH:19]1[CH2:24][CH2:23][C:22]2([O:25][O:26][C:1]3([CH2:6][CH2:5][CH2:4][CH2:3][CH2:2]3)[O:28][O:27]2)[CH2:21][CH2:20]1)[CH3:15]. The catalyst class is: 13. (5) Reactant: [N:1]1[CH:6]=[CH:5][C:4]([C:7]2[CH2:11][O:10][C:9](=[O:12])[C:8]=2[C:13]2[CH:18]=[CH:17][C:16]([O:19][CH2:20][C:21]3[CH:30]=[CH:29][C:28]4[C:23](=[CH:24][CH:25]=[CH:26][CH:27]=4)[N:22]=3)=[CH:15][CH:14]=2)=[CH:3][CH:2]=1.[CH3:31][NH2:32]. Product: [OH:10][CH2:11]/[C:7](/[C:4]1[CH:3]=[CH:2][N:1]=[CH:6][CH:5]=1)=[C:8](/[C:13]1[CH:18]=[CH:17][C:16]([O:19][CH2:20][C:21]2[CH:30]=[CH:29][C:28]3[C:23](=[CH:24][CH:25]=[CH:26][CH:27]=3)[N:22]=2)=[CH:15][CH:14]=1)\[C:9]([NH:32][CH3:31])=[O:12]. The catalyst class is: 5. (6) Reactant: Cl.[Cl:2][CH2:3][CH2:4][NH:5][CH2:6][CH2:7][Cl:8].Cl[C:10]([O:12][CH3:13])=[O:11]. Product: [CH3:13][O:12][C:10](=[O:11])[N:5]([CH2:6][CH2:7][Cl:8])[CH2:4][CH2:3][Cl:2]. The catalyst class is: 2. (7) Reactant: Cl.Cl.[CH3:3][C@H:4]1[C:12]2[C:11]([N:13]3[CH2:18][CH2:17][NH:16][CH2:15][CH2:14]3)=[N:10][CH:9]=[N:8][C:7]=2[C@H:6]([OH:19])[CH2:5]1.[C:20]([O:24][C:25]([N:27]1[CH2:32][CH2:31][C:30]([C:36]2[CH:41]=[CH:40][C:39]([Cl:42])=[C:38]([F:43])[CH:37]=2)([C:33](O)=[O:34])[CH2:29][CH2:28]1)=[O:26])([CH3:23])([CH3:22])[CH3:21].CCN(C(C)C)C(C)C.CN(C(ON1N=NC2C=CC=CC1=2)=[N+](C)C)C.F[P-](F)(F)(F)(F)F. The catalyst class is: 2. Product: [Cl:42][C:39]1[CH:40]=[CH:41][C:36]([C:30]2([C:33]([N:16]3[CH2:15][CH2:14][N:13]([C:11]4[C:12]5[C@H:4]([CH3:3])[CH2:5][C@@H:6]([OH:19])[C:7]=5[N:8]=[CH:9][N:10]=4)[CH2:18][CH2:17]3)=[O:34])[CH2:29][CH2:28][N:27]([C:25]([O:24][C:20]([CH3:21])([CH3:23])[CH3:22])=[O:26])[CH2:32][CH2:31]2)=[CH:37][C:38]=1[F:43]. (8) Reactant: [Cl:1][C:2]1[CH:7]=[CH:6][C:5]([N:8]2[CH2:13][CH2:12][N:11]([C:14]3[C:15]([C:28]4[CH:33]=[CH:32][CH:31]=[CH:30][CH:29]=4)=[N:16][C:17]4[C:22]([N:23]=3)=[CH:21][C:20]([C:24]([O:26]C)=[O:25])=[CH:19][CH:18]=4)[CH2:10][CH2:9]2)=[CH:4][CH:3]=1.[OH-].[Na+].Cl. Product: [Cl:1][C:2]1[CH:7]=[CH:6][C:5]([N:8]2[CH2:9][CH2:10][N:11]([C:14]3[C:15]([C:28]4[CH:29]=[CH:30][CH:31]=[CH:32][CH:33]=4)=[N:16][C:17]4[C:22]([N:23]=3)=[CH:21][C:20]([C:24]([OH:26])=[O:25])=[CH:19][CH:18]=4)[CH2:12][CH2:13]2)=[CH:4][CH:3]=1. The catalyst class is: 83.